Dataset: Forward reaction prediction with 1.9M reactions from USPTO patents (1976-2016). Task: Predict the product of the given reaction. (1) Given the reactants C1C(=O)N([Br:8])C(=O)C1.[N:9]1([C:15]2[CH:20]=[CH:19][C:18]([C:21]3[C:25]4[CH2:26][C:27]5[S:28][CH:29]=[CH:30][C:31]=5[C:24]=4[N:23]([CH2:32][O:33][CH2:34][CH2:35][Si:36]([CH3:39])([CH3:38])[CH3:37])[N:22]=3)=[CH:17][CH:16]=2)[CH2:14][CH2:13][O:12][CH2:11][CH2:10]1, predict the reaction product. The product is: [Br:8][C:29]1[S:28][C:27]2[CH2:26][C:25]3[C:21]([C:18]4[CH:17]=[CH:16][C:15]([N:9]5[CH2:14][CH2:13][O:12][CH2:11][CH2:10]5)=[CH:20][CH:19]=4)=[N:22][N:23]([CH2:32][O:33][CH2:34][CH2:35][Si:36]([CH3:39])([CH3:38])[CH3:37])[C:24]=3[C:31]=2[CH:30]=1. (2) The product is: [CH2:24]([O:31][C:32]([NH:34][CH2:35][CH2:36][CH2:37][C@@H:38]([NH:41][C:42](=[O:70])[CH2:43][C@H:44]([O:56][C:57](=[O:69])[CH2:58][CH2:59][CH2:60][CH2:61][CH2:62][CH2:63][CH2:64][CH2:65][CH2:66][CH2:67][CH3:68])[CH2:45][CH2:46][CH2:47][CH2:48][CH2:49][CH2:50][CH2:51][CH2:52][CH2:53][CH2:54][CH3:55])[CH2:39][O:40][CH:6]1[CH2:5][CH2:4][CH2:3][CH2:2][O:1]1)=[O:33])[C:25]1[CH:26]=[CH:27][CH:28]=[CH:29][CH:30]=1. Given the reactants [O:1]1[CH:6]=[CH:5][CH2:4][CH2:3][CH2:2]1.C1(C)C=CC(S([O-])(=O)=O)=CC=1.[NH+]1C=CC=CC=1.[CH2:24]([O:31][C:32]([NH:34][CH2:35][CH2:36][CH2:37][C@@H:38]([NH:41][C:42](=[O:70])[CH2:43][C@H:44]([O:56][C:57](=[O:69])[CH2:58][CH2:59][CH2:60][CH2:61][CH2:62][CH2:63][CH2:64][CH2:65][CH2:66][CH2:67][CH3:68])[CH2:45][CH2:46][CH2:47][CH2:48][CH2:49][CH2:50][CH2:51][CH2:52][CH2:53][CH2:54][CH3:55])[CH2:39][OH:40])=[O:33])[C:25]1[CH:30]=[CH:29][CH:28]=[CH:27][CH:26]=1, predict the reaction product. (3) Given the reactants [C:1]([C:3]1[C:8]2[C:9]([C:12]3[CH:17]=[CH:16][CH:15]=[CH:14][CH:13]=3)=[N:10][O:11][C:7]=2[C:6]([OH:18])=[C:5]([C:19]([O:21][CH2:22][CH3:23])=[O:20])[N:4]=1)#[CH:2].[CH2:24]([N:31]=[N+:32]=[N-:33])[C:25]1[CH:30]=[CH:29][CH:28]=[CH:27][CH:26]=1.O=C1O[C@H]([C@H](CO)O)C([O-])=C1O.[Na+], predict the reaction product. The product is: [CH2:24]([N:31]1[CH:2]=[C:1]([C:3]2[C:8]3[C:9]([C:12]4[CH:17]=[CH:16][CH:15]=[CH:14][CH:13]=4)=[N:10][O:11][C:7]=3[C:6]([OH:18])=[C:5]([C:19]([O:21][CH2:22][CH3:23])=[O:20])[N:4]=2)[N:33]=[N:32]1)[C:25]1[CH:30]=[CH:29][CH:28]=[CH:27][CH:26]=1. (4) Given the reactants F[C:2]1[CH:9]=[CH:8][C:5]([C:6]#[N:7])=[CH:4][CH:3]=1.[CH3:10][O:11][C:12]1[CH:17]=[CH:16][CH:15]=[CH:14][C:13]=1[SH:18].OC1C=CC=CC=1C=NO.C(=O)([O-])[O-].[Cs+].[Cs+], predict the reaction product. The product is: [CH3:10][O:11][C:12]1[CH:17]=[CH:16][CH:15]=[CH:14][C:13]=1[S:18][C:2]1[CH:9]=[CH:8][C:5]([C:6]#[N:7])=[CH:4][CH:3]=1. (5) Given the reactants [CH2:1]([N:3]1[CH:7]=[C:6]([C:8]2[S:16][C:15]3[C:10](=[N:11][CH:12]=[CH:13][C:14]=3[O:17][C:18]3[CH:23]=[CH:22][C:21]([NH2:24])=[CH:20][C:19]=3[F:25])[CH:9]=2)[N:5]=[CH:4]1)[CH3:2].FC1C=C(N[C:61](=[O:67])[C:62]([O:64][CH2:65][CH3:66])=[O:63])C=CC=1OC1C=CN=C2C=C(C3C=CC(OCCN4CCOCC4)=C(OC)C=3)SC=12, predict the reaction product. The product is: [F:25][C:19]1[CH:20]=[C:21]([NH:24][C:61](=[O:67])[C:62]([O:64][CH2:65][CH3:66])=[O:63])[CH:22]=[CH:23][C:18]=1[O:17][C:14]1[CH:13]=[CH:12][N:11]=[C:10]2[CH:9]=[C:8]([C:6]3[N:5]=[CH:4][N:3]([CH2:1][CH3:2])[CH:7]=3)[S:16][C:15]=12. (6) Given the reactants [CH:1]([C:3]1[C:4]([O:14][CH2:15][C:16]2[CH:40]=[CH:39][C:19]([O:20][CH2:21][C:22]3[N:23]=[C:24]([C:28]4[CH:29]=[CH:30][C:31]([CH3:38])=[C:32]([CH:37]=4)[C:33]([O:35][CH3:36])=[O:34])[O:25][C:26]=3[CH3:27])=[C:18]([O:41][CH3:42])[CH:17]=2)=[N:5][N:6]([C:8]2[CH:13]=[CH:12][CH:11]=[CH:10][CH:9]=2)[CH:7]=1)=O.[CH2:43]([P:52](=[O:59])([O:56][CH2:57][CH3:58])[O:53][CH2:54][CH3:55])P(=O)(OCC)OCC.CN(C)C=O.[H-].[Na+], predict the reaction product. The product is: [CH2:57]([O:56][P:52](/[CH:43]=[CH:1]/[C:3]1[C:4]([O:14][CH2:15][C:16]2[CH:40]=[CH:39][C:19]([O:20][CH2:21][C:22]3[N:23]=[C:24]([C:28]4[CH:29]=[CH:30][C:31]([CH3:38])=[C:32]([CH:37]=4)[C:33]([O:35][CH3:36])=[O:34])[O:25][C:26]=3[CH3:27])=[C:18]([O:41][CH3:42])[CH:17]=2)=[N:5][N:6]([C:8]2[CH:9]=[CH:10][CH:11]=[CH:12][CH:13]=2)[CH:7]=1)([O:53][CH2:54][CH3:55])=[O:59])[CH3:58]. (7) Given the reactants [Cl:1][C:2]1[N:7]=[C:6](Cl)[CH:5]=[CH:4][N:3]=1.[OH:9][CH:10]1[CH2:13][N:12]([C:14]([O:16][C:17]([CH3:20])([CH3:19])[CH3:18])=[O:15])[CH2:11]1.C(=O)([O-])[O-].[Cs+].[Cs+], predict the reaction product. The product is: [Cl:1][C:2]1[N:7]=[C:6]([O:9][CH:10]2[CH2:11][N:12]([C:14]([O:16][C:17]([CH3:20])([CH3:19])[CH3:18])=[O:15])[CH2:13]2)[CH:5]=[CH:4][N:3]=1.